Dataset: Full USPTO retrosynthesis dataset with 1.9M reactions from patents (1976-2016). Task: Predict the reactants needed to synthesize the given product. Given the product [CH:1]1([CH2:6][CH:7]([C:11]2[CH:16]=[CH:15][C:14]([S:17]([CH3:20])(=[O:19])=[O:18])=[C:13]([N+:21]([O-:23])=[O:22])[CH:12]=2)[C:8]([NH:58][C:59]2[CH:64]=[CH:63][N:62]=[C:61]([CH3:65])[N:60]=2)=[O:10])[CH2:5][CH2:4][CH2:3][CH2:2]1, predict the reactants needed to synthesize it. The reactants are: [CH:1]1([CH2:6][CH:7]([C:11]2[CH:16]=[CH:15][C:14]([S:17]([CH3:20])(=[O:19])=[O:18])=[C:13]([N+:21]([O-:23])=[O:22])[CH:12]=2)[C:8]([OH:10])=O)[CH2:5][CH2:4][CH2:3][CH2:2]1.C(N(CC)CC)C.F[P-](F)(F)(F)(F)F.N1(O[P+](N(C)C)(N(C)C)N(C)C)C2C=CC=CC=2N=N1.[NH2:58][C:59]1[CH:64]=[CH:63][N:62]=[C:61]([CH3:65])[N:60]=1.Cl.